From a dataset of Full USPTO retrosynthesis dataset with 1.9M reactions from patents (1976-2016). Predict the reactants needed to synthesize the given product. (1) Given the product [F:1][C:2]1[C:7]([F:8])=[CH:6][CH:5]=[CH:4][C:3]=1[C:9]1[N:17]=[C:12]2[CH:13]=[N:14][N:15]([CH2:19][C:20]3[O:24][N:23]=[C:22]([C:25]4[CH:26]=[CH:27][C:28]([CH2:29][N:30]5[CH2:31][CH2:32][N:33]([CH3:36])[CH2:34][CH2:35]5)=[CH:37][CH:38]=4)[CH:21]=3)[CH:16]=[C:11]2[N:10]=1, predict the reactants needed to synthesize it. The reactants are: [F:1][C:2]1[C:7]([F:8])=[CH:6][CH:5]=[CH:4][C:3]=1[C:9]1[N:17]=[C:12]2[CH:13]=[N:14][NH:15][CH:16]=[C:11]2[N:10]=1.Cl[CH2:19][C:20]1[O:24][N:23]=[C:22]([C:25]2[CH:38]=[CH:37][C:28]([CH2:29][N:30]3[CH2:35][CH2:34][N:33]([CH3:36])[CH2:32][CH2:31]3)=[CH:27][CH:26]=2)[CH:21]=1. (2) Given the product [F:23][C:20]1[CH:21]=[CH:22][C:17]([C:4]2[CH:5]=[C:6]([N:9]3[CH2:14][CH2:13][S:12](=[O:15])(=[O:16])[CH2:11][CH2:10]3)[N:7]=[CH:8][C:3]=2[C:1]([NH2:2])=[O:26])=[C:18]([CH3:24])[CH:19]=1, predict the reactants needed to synthesize it. The reactants are: [C:1]([C:3]1[C:4]([C:17]2[CH:22]=[CH:21][C:20]([F:23])=[CH:19][C:18]=2[CH3:24])=[CH:5][C:6]([N:9]2[CH2:14][CH2:13][S:12](=[O:16])(=[O:15])[CH2:11][CH2:10]2)=[N:7][CH:8]=1)#[N:2].S(=O)(=O)(O)[OH:26].[OH-].[Na+]. (3) Given the product [ClH:36].[CH:1]1([N:5]2[CH2:10][CH2:9][N:8]([C:11]3[C:12]([CH:33]4[CH2:35][CH2:34]4)=[CH:13][C:14]4[C:26](=[O:27])[C:25]5[C:24]6[C:19](=[CH:20][C:21]([C:28]#[N:29])=[CH:22][CH:23]=6)[NH:18][C:17]=5[C:16]([CH3:31])([CH3:30])[C:15]=4[CH:32]=3)[CH2:7][CH2:6]2)[CH2:2][CH2:3][CH2:4]1, predict the reactants needed to synthesize it. The reactants are: [CH:1]1([N:5]2[CH2:10][CH2:9][N:8]([C:11]3[C:12]([CH:33]4[CH2:35][CH2:34]4)=[CH:13][C:14]4[C:26](=[O:27])[C:25]5[C:24]6[C:19](=[CH:20][C:21]([C:28]#[N:29])=[CH:22][CH:23]=6)[NH:18][C:17]=5[C:16]([CH3:31])([CH3:30])[C:15]=4[CH:32]=3)[CH2:7][CH2:6]2)[CH2:4][CH2:3][CH2:2]1.[ClH:36]. (4) Given the product [CH2:7]([N:14]1[CH2:21][CH:20]2[O:22][CH:16]([CH2:17][N:18]([C:1](=[O:3])[CH3:2])[CH2:19]2)[CH2:15]1)[C:8]1[CH:9]=[CH:10][CH:11]=[CH:12][CH:13]=1, predict the reactants needed to synthesize it. The reactants are: [C:1](Cl)(=[O:3])[CH3:2].Cl.Cl.[CH2:7]([N:14]1[CH2:21][CH:20]2[O:22][CH:16]([CH2:17][NH:18][CH2:19]2)[CH2:15]1)[C:8]1[CH:13]=[CH:12][CH:11]=[CH:10][CH:9]=1.C(=O)([O-])[O-].[Cs+].[Cs+]. (5) Given the product [C:12]([O:11][C:9](=[O:10])[NH:42][CH:33]([C:30]1[CH:29]=[CH:28][C:27]([O:23][CH3:24])=[CH:32][CH:31]=1)[CH:34]1[CH2:35][CH2:36][C:37](=[O:40])[CH2:38][CH2:39]1)([CH3:13])([CH3:14])[CH3:15], predict the reactants needed to synthesize it. The reactants are: [C:9](O[C:9]([O:11][C:12]([CH3:15])([CH3:14])[CH3:13])=[O:10])([O:11][C:12]([CH3:15])([CH3:14])[CH3:13])=[O:10].C(N(CC)CC)C.[O:23]1[C:27]2([CH2:32][CH2:31][CH:30]([CH:33]([NH2:42])[C:34]3[CH:39]=[CH:38][C:37]([O:40]C)=[CH:36][CH:35]=3)[CH2:29][CH2:28]2)OC[CH2:24]1.